Dataset: Forward reaction prediction with 1.9M reactions from USPTO patents (1976-2016). Task: Predict the product of the given reaction. (1) The product is: [CH3:18][C:17]1[C:13]2[CH2:14][CH2:15][O:16][C:12]=2[CH:11]=[C:10]([CH3:19])[C:9]=1[NH2:8]. Given the reactants C([NH:8][C:9]1[C:10]([CH3:19])=[CH:11][C:12]2[O:16][CH2:15][CH2:14][C:13]=2[C:17]=1[CH3:18])C1C=CC=CC=1, predict the reaction product. (2) Given the reactants [OH:1][C:2]1[C:3](=[O:8])[NH:4][CH:5]=[CH:6][CH:7]=1.I[CH3:10].S([O-])([O-])=O.[Na+].[Na+], predict the reaction product. The product is: [CH3:10][N:4]1[CH:5]=[CH:6][CH:7]=[C:2]([OH:1])[C:3]1=[O:8]. (3) The product is: [Cl:58][C:37]1[CH:36]=[C:35]([NH:9][C:3]2[CH:4]=[CH:5][C:6]([F:8])=[CH:7][C:2]=2[F:1])[CH:40]=[CH:39][C:38]=1[C:41]([C:43]1[CH:48]=[C:47]([N:49]2[CH:53]=[C:52]([CH2:54][CH2:55][OH:56])[N:51]=[N:50]2)[CH:46]=[CH:45][C:44]=1[Cl:57])=[O:42]. Given the reactants [F:1][C:2]1[CH:7]=[C:6]([F:8])[CH:5]=[CH:4][C:3]=1[NH:9]C1C=CC(C(C2C=C(N3C=C(CCO)N=N3)C=CC=2C)=O)=C(C)C=1.Br[C:35]1[CH:40]=[CH:39][C:38]([C:41]([C:43]2[CH:48]=[C:47]([N:49]3[CH:53]=[C:52]([CH2:54][CH2:55][OH:56])[N:51]=[N:50]3)[CH:46]=[CH:45][C:44]=2[Cl:57])=[O:42])=[C:37]([Cl:58])[CH:36]=1.FC1C=C(F)C=CC=1N, predict the reaction product. (4) Given the reactants [CH3:1][C:2]1[C:9]([CH3:10])=[CH:8][CH:7]=[CH:6][C:3]=1[CH2:4][NH2:5].[Cl:11][CH2:12][CH2:13][N:14]=[C:15]=[S:16], predict the reaction product. The product is: [ClH:11].[CH3:1][C:2]1[C:9]([CH3:10])=[CH:8][CH:7]=[CH:6][C:3]=1[CH2:4][NH:5][C:15]1[S:16][CH2:12][CH2:13][N:14]=1. (5) Given the reactants [NH2:1][C:2]1[C:7]2[C:8](Br)=[CH:9][S:10][C:6]=2[C:5]([C:12]2[CH:17]=[C:16]([O:18][CH3:19])[C:15]([O:20][CH3:21])=[C:14]([O:22][CH3:23])[CH:13]=2)=[CH:4][N:3]=1.[Cl:24][C:25]1[CH:30]=[CH:29][C:28](B(O)O)=[CH:27][CH:26]=1.C(=O)(O)[O-].[Na+], predict the reaction product. The product is: [NH2:1][C:2]1[C:7]2[C:8]([C:28]3[CH:29]=[CH:30][C:25]([Cl:24])=[CH:26][CH:27]=3)=[CH:9][S:10][C:6]=2[C:5]([C:12]2[CH:17]=[C:16]([O:18][CH3:19])[C:15]([O:20][CH3:21])=[C:14]([O:22][CH3:23])[CH:13]=2)=[CH:4][N:3]=1.